Dataset: Forward reaction prediction with 1.9M reactions from USPTO patents (1976-2016). Task: Predict the product of the given reaction. (1) The product is: [CH3:4][O:6][C:7]([C:9]1[CH:13]=[C:12]([C:14]2[CH:19]=[CH:18][CH:17]=[CH:16][N:15]=2)[N:11]([C:20]2[N:21]=[N:22][C:23]([O:29][CH3:27])=[CH:24][CH:25]=2)[N:10]=1)=[O:8]. Given the reactants C[O-].[Na+].[CH2:4]([O:6][C:7]([C:9]1[CH:13]=[C:12]([C:14]2[CH:19]=[CH:18][CH:17]=[CH:16][N:15]=2)[N:11]([C:20]2[N:21]=[N:22][C:23](Cl)=[CH:24][CH:25]=2)[N:10]=1)=[O:8])C.[C:27](OCC)(=[O:29])C.C(=O)([O-])O.[Na+], predict the reaction product. (2) Given the reactants [F:1][C:2]([F:31])([F:30])[C:3]([NH:5][C:6]1[CH:7]=[N:8][C:9]([S:16](=[O:29])(=[O:28])[NH:17][C:18]2[CH:19]=[CH:20][C:21]3[CH2:25][O:24][B:23]([OH:26])[C:22]=3[CH:27]=2)=[C:10]([C:12](=[NH:15])[NH:13][OH:14])[CH:11]=1)=[O:4].[C:32](OC(=O)C)(=O)[CH3:33], predict the reaction product. The product is: [F:31][C:2]([F:1])([F:30])[C:3]([NH:5][C:6]1[CH:7]=[N:8][C:9]([S:16](=[O:28])(=[O:29])[NH:17][C:18]2[CH:19]=[CH:20][C:21]3[CH2:25][O:24][B:23]([OH:26])[C:22]=3[CH:27]=2)=[C:10]([C:12]2[N:15]=[C:32]([CH3:33])[O:14][N:13]=2)[CH:11]=1)=[O:4].